Predict which catalyst facilitates the given reaction. From a dataset of Catalyst prediction with 721,799 reactions and 888 catalyst types from USPTO. (1) Reactant: [NH2:1][C:2]1[CH:3]=[C:4]([CH:21]=[CH:22][C:23]=1[CH3:24])[O:5][C:6]1[CH:7]=[CH:8][C:9]2[N:10]([CH:12]=[C:13]([NH:15][C:16]([CH:18]3[CH2:20][CH2:19]3)=[O:17])[N:14]=2)[N:11]=1.[CH3:25][C:26]1[CH:31]=[CH:30][N:29]=[C:28]([C:32](O)=[O:33])[CH:27]=1.Cl.CN(C)CCCN=C=NCC.ON1C2C=CC=CC=2N=N1.C(N(CC)CC)C. Product: [CH:18]1([C:16]([NH:15][C:13]2[N:14]=[C:9]3[CH:8]=[CH:7][C:6]([O:5][C:4]4[CH:21]=[CH:22][C:23]([CH3:24])=[C:2]([NH:1][C:32]([C:28]5[CH:27]=[C:26]([CH3:25])[CH:31]=[CH:30][N:29]=5)=[O:33])[CH:3]=4)=[N:11][N:10]3[CH:12]=2)=[O:17])[CH2:20][CH2:19]1. The catalyst class is: 9. (2) Reactant: [NH2:1][C@@H:2]([C:20]([CH3:23])([CH3:22])[CH3:21])[C:3]([N:5]([CH:7]([C:14]1[CH:19]=[CH:18][CH:17]=[CH:16][CH:15]=1)[C:8]1[CH:13]=[CH:12][CH:11]=[CH:10][CH:9]=1)[CH3:6])=[O:4].[F:24][C:25]([F:40])([F:39])[C:26]1[CH:27]=[C:28]([N:36]=[C:37]=[S:38])[CH:29]=[C:30]([C:32]([F:35])([F:34])[F:33])[CH:31]=1. Product: [CH:7]([N:5]([CH3:6])[C:3](=[O:4])[C@@H:2]([NH:1][C:37]([NH:36][C:28]1[CH:29]=[C:30]([C:32]([F:33])([F:34])[F:35])[CH:31]=[C:26]([C:25]([F:24])([F:39])[F:40])[CH:27]=1)=[S:38])[C:20]([CH3:23])([CH3:22])[CH3:21])([C:14]1[CH:19]=[CH:18][CH:17]=[CH:16][CH:15]=1)[C:8]1[CH:9]=[CH:10][CH:11]=[CH:12][CH:13]=1. The catalyst class is: 2. (3) Reactant: [NH2:1][CH:2]([CH2:8][C:9]1[CH:14]=[C:13]([F:15])[C:12]([F:16])=[CH:11][C:10]=1[F:17])[CH2:3][C:4]([O:6][CH3:7])=[O:5].[C:18]([OH:28])(=[O:27])[C@@H:19]([C:21]1[CH:26]=[CH:25][CH:24]=[CH:23][CH:22]=1)[OH:20].O. Product: [C:18]([OH:28])(=[O:27])[C@@H:19]([C:21]1[CH:26]=[CH:25][CH:24]=[CH:23][CH:22]=1)[OH:20].[NH2:1][C@H:2]([CH2:8][C:9]1[CH:14]=[C:13]([F:15])[C:12]([F:16])=[CH:11][C:10]=1[F:17])[CH2:3][C:4]([O:6][CH3:7])=[O:5]. The catalyst class is: 32. (4) Reactant: [CH3:1][O:2][C:3](=[O:27])[C:4]1[CH:9]=[CH:8][C:7]([C:10]([C:17]2[NH:25][C:20]3=[N:21][CH:22]=[CH:23][CH:24]=[C:19]3[CH:18]=2)=[CH:11][CH:12]2[CH2:16][CH2:15][CH2:14][CH2:13]2)=[CH:6][C:5]=1[F:26]. Product: [CH3:1][O:2][C:3](=[O:27])[C:4]1[CH:9]=[CH:8][C:7]([CH:10]([C:17]2[NH:25][C:20]3=[N:21][CH:22]=[CH:23][CH:24]=[C:19]3[CH:18]=2)[CH2:11][CH:12]2[CH2:16][CH2:15][CH2:14][CH2:13]2)=[CH:6][C:5]=1[F:26]. The catalyst class is: 43. (5) Reactant: [CH3:1][O:2][CH2:3][C@@H:4]([NH2:6])[CH3:5].[Cl:7][CH2:8][CH2:9][N:10]=[C:11]=[O:12]. Product: [Cl:7][CH2:8][CH2:9][NH:10][C:11]([NH:6][C@@H:4]([CH3:5])[CH2:3][O:2][CH3:1])=[O:12]. The catalyst class is: 1. (6) Reactant: [CH3:1][C:2]1[CH:6]=[CH:5][S:4][C:3]=1[C:7]1[C:8](=[O:14])[NH:9][C:10](=[O:13])[NH:11][CH:12]=1.[H-].[Na+].I[CH2:18][CH2:19][CH2:20][CH2:21][O:22][Si:23]([C:26]([CH3:29])([CH3:28])[CH3:27])([CH3:25])[CH3:24].O. Product: [C:26]([Si:23]([CH3:24])([CH3:25])[O:22][CH2:21][CH2:20][CH2:19][CH2:18][N:11]1[CH:12]=[C:7]([C:3]2[S:4][CH:5]=[CH:6][C:2]=2[CH3:1])[C:8](=[O:14])[NH:9][C:10]1=[O:13])([CH3:29])([CH3:28])[CH3:27]. The catalyst class is: 3. (7) Reactant: N1([C:6]23[CH2:21][CH2:20][CH2:19][CH2:18][CH:7]2[C:8]([C:11]2[CH:16]=[CH:15][CH:14]=[CH:13][C:12]=2[Br:17])=[N:9][O:10]3)CCCC1.Cl.[OH-].[K+]. Product: [O:10]1[C:6]2[CH2:21][CH2:20][CH2:19][CH2:18][C:7]=2[C:8]([C:11]2[CH:16]=[CH:15][CH:14]=[CH:13][C:12]=2[Br:17])=[N:9]1. The catalyst class is: 5. (8) Reactant: [CH2:1]([NH2:11])[C:2]1[CH:10]=[CH:9][C:8]2[O:7][CH2:6][O:5][C:4]=2[CH:3]=1.C(N(CC)CC)C.[C:19](Cl)(=[O:26])[C:20]1[CH:25]=[CH:24][CH:23]=[CH:22][CH:21]=1. Product: [C:19]([NH:11][CH2:1][C:2]1[CH:10]=[CH:9][C:8]2[O:7][CH2:6][O:5][C:4]=2[CH:3]=1)(=[O:26])[C:20]1[CH:25]=[CH:24][CH:23]=[CH:22][CH:21]=1. The catalyst class is: 7.